Dataset: Catalyst prediction with 721,799 reactions and 888 catalyst types from USPTO. Task: Predict which catalyst facilitates the given reaction. Reactant: [CH3:1][Si:2]([CH3:13])([CH3:12])[C:3]1[CH:8]=[CH:7][C:6]([N+:9]([O-])=O)=[CH:5][CH:4]=1.[H][H]. Product: [CH3:1][Si:2]([CH3:13])([CH3:12])[C:3]1[CH:8]=[CH:7][C:6]([NH2:9])=[CH:5][CH:4]=1. The catalyst class is: 29.